From a dataset of Reaction yield outcomes from USPTO patents with 853,638 reactions. Predict the reaction yield, written as a fraction of the theoretical maximum amount of product (1.0 means a 100% yield; for example, 0.34 means a 34% yield). (1) The reactants are [CH3:1][N:2]1[C:10]2[C:5](=[CH:6][C:7]([S:11]([N:14]3[CH2:18][CH2:17]C[C@H:15]3[CH2:19][O:20][C:21]3[CH:26]=[CH:25][CH:24]=[CH:23][CH:22]=3)(=[O:13])=[O:12])=[CH:8][CH:9]=2)[C:4](=[O:27])[C:3]1=[O:28].O(C[C@@H]1CCN1S(C1C=C2C(=CC=1)NC(=O)C2=O)(=O)=O)C1C=CC=CC=1.BrC[C:57]1[CH:58]=[CH:59][C:60]([F:63])=[N:61][CH:62]=1. No catalyst specified. The product is [F:63][C:60]1[N:61]=[CH:62][C:57]([CH2:1][N:2]2[C:10]3[C:5](=[CH:6][C:7]([S:11]([N:14]4[CH2:18][CH2:17][C@H:15]4[CH2:19][O:20][C:21]4[CH:22]=[CH:23][CH:24]=[CH:25][CH:26]=4)(=[O:13])=[O:12])=[CH:8][CH:9]=3)[C:4](=[O:27])[C:3]2=[O:28])=[CH:58][CH:59]=1. The yield is 0.620. (2) The reactants are [I:1][C:2]1[C:3](=[O:9])[NH:4][C:5](=[O:8])[NH:6][CH:7]=1.C/C(/O[Si](C)(C)C)=N\[Si](C)(C)C.Br[CH:23]([C:30]1[CH:35]=[CH:34][CH:33]=[CH:32][CH:31]=1)[C:24]1[CH:29]=[CH:28][CH:27]=[CH:26][CH:25]=1.II. The catalyst is CC#N. The product is [CH:23]([N:6]1[CH:7]=[C:2]([I:1])[C:3](=[O:9])[NH:4][C:5]1=[O:8])([C:24]1[CH:29]=[CH:28][CH:27]=[CH:26][CH:25]=1)[C:30]1[CH:35]=[CH:34][CH:33]=[CH:32][CH:31]=1. The yield is 0.870. (3) The reactants are [NH2:1][CH2:2][CH2:3][NH:4][C:5](=[O:34])[CH:6]([OH:33])[C:7]1[CH:12]=[CH:11][C:10]([C:13]2[N:17]=[C:16]([C:18]3[O:22][N:21]=[C:20]([C:23]4[CH:28]=[CH:27][CH:26]=[CH:25][CH:24]=4)[C:19]=3[C:29]([F:32])([F:31])[F:30])[O:15][N:14]=2)=[CH:9][CH:8]=1.[C:35](O)(=[O:37])[CH3:36].CN(C(ON1N=NC2C=CC=NC1=2)=[N+](C)C)C.F[P-](F)(F)(F)(F)F.CN1CCOCC1. The catalyst is CN(C=O)C. The product is [C:35]([NH:1][CH2:2][CH2:3][NH:4][C:5](=[O:34])[CH:6]([OH:33])[C:7]1[CH:12]=[CH:11][C:10]([C:13]2[N:17]=[C:16]([C:18]3[O:22][N:21]=[C:20]([C:23]4[CH:28]=[CH:27][CH:26]=[CH:25][CH:24]=4)[C:19]=3[C:29]([F:32])([F:31])[F:30])[O:15][N:14]=2)=[CH:9][CH:8]=1)(=[O:37])[CH3:36]. The yield is 0.298. (4) The reactants are [CH:1]([C:4]1[CH:9]=[C:8]([C:10]([F:13])([F:12])[F:11])[CH:7]=[CH:6][C:5]=1[C:14]1[O:15][CH2:16][C:17]([CH3:20])([CH3:19])[N:18]=1)([CH3:3])[CH3:2].[I:21][CH3:22]. The catalyst is CC(C)=O. The product is [I-:21].[CH:1]([C:4]1[CH:9]=[C:8]([C:10]([F:12])([F:13])[F:11])[CH:7]=[CH:6][C:5]=1[C:14]1[O:15][CH2:16][C:17]([CH3:20])([CH3:19])[N+:18]=1[CH3:22])([CH3:3])[CH3:2]. The yield is 0.890. (5) The reactants are [CH3:1][O:2][C:3]([C@H:5]([CH2:10][CH:11]([CH3:13])[CH3:12])[CH2:6][C:7]([OH:9])=O)=[O:4].C(Cl)CCl.C1C=CC2N(O)N=NC=2C=1.[O:28]1[CH2:33][CH2:32][CH2:31][CH2:30][CH:29]1[O:34][NH2:35].CCN(CC)CC. The product is [CH3:12][CH:11]([CH3:13])[CH2:10][C@H:5]([CH2:6][C:7](=[O:9])[NH:35][O:34][CH:29]1[CH2:30][CH2:31][CH2:32][CH2:33][O:28]1)[C:3]([O:2][CH3:1])=[O:4]. The catalyst is C1COCC1. The yield is 0.850. (6) The reactants are [C:1]([C:3]1[C:11]2[C:6](=[CH:7][C:8]([O:12][CH2:13][CH3:14])=[CH:9][CH:10]=2)[N:5]([CH2:15][CH3:16])[C:4]=1[C:17]1[CH:22]=[CH:21][C:20]([NH:23][C:24](=[O:32])[NH:25][CH2:26][C:27](OCC)=[O:28])=[CH:19][CH:18]=1)#[N:2].Cl.CC(C)=[O:36]. No catalyst specified. The product is [CH2:13]([O:12][C:8]1[CH:7]=[C:6]2[C:11]([C:3]([C:1]([NH2:2])=[O:36])=[C:4]([C:17]3[CH:22]=[CH:21][C:20]([N:23]4[C:27](=[O:28])[CH2:26][NH:25][C:24]4=[O:32])=[CH:19][CH:18]=3)[N:5]2[CH2:15][CH3:16])=[CH:10][CH:9]=1)[CH3:14]. The yield is 0.870.